This data is from Reaction yield outcomes from USPTO patents with 853,638 reactions. The task is: Predict the reaction yield, written as a fraction of the theoretical maximum amount of product (1.0 means a 100% yield; for example, 0.34 means a 34% yield). (1) The reactants are [NH2:1][C:2]1[CH:32]=[CH:31][C:5]([C:6]([N:8]2[CH2:12][CH2:11][C@@H:10]([NH:13][C:14]3[N:19]=[C:18]([C:20]4[C:28]5[C:23](=[CH:24][CH:25]=[CH:26][CH:27]=5)[NH:22][CH:21]=4)[C:17]([C:29]#[N:30])=[CH:16][N:15]=3)[CH2:9]2)=[O:7])=[CH:4][CH:3]=1.CCN(C(C)C)C(C)C.Br[CH2:43]/[CH:44]=[CH:45]/[C:46](Cl)=[O:47].[NH:49]1[CH:53]=[CH:52][N:51]=[CH:50]1. The catalyst is C1COCC1. The product is [C:29]([C:17]1[C:18]([C:20]2[C:28]3[C:23](=[CH:24][CH:25]=[CH:26][CH:27]=3)[NH:22][CH:21]=2)=[N:19][C:14]([NH:13][C@@H:10]2[CH2:11][CH2:12][N:8]([C:6]([C:5]3[CH:4]=[CH:3][C:2]([NH:1][C:46](=[O:47])/[CH:45]=[CH:44]/[CH2:43][N:49]4[CH:53]=[CH:52][N:51]=[CH:50]4)=[CH:32][CH:31]=3)=[O:7])[CH2:9]2)=[N:15][CH:16]=1)#[N:30]. The yield is 0.120. (2) The reactants are C[O:2][C:3](=O)[C:4]1[CH:9]=[CH:8][C:7]([N:10]2[CH:14]=[C:13]([C:15]3[C:16]([C:24]4[CH:29]=[CH:28][CH:27]=[CH:26][CH:25]=4)=[N:17][O:18][C:19]=3[C:20]([F:23])([F:22])[F:21])[N:12]=[CH:11]2)=[N:6][CH:5]=1.COC(=O)C1C=CC(N2C=C(C3[C:46]([C:54]4[CH:59]=[CH:58]C=CC=4)=[N:47]OC=3C(F)(F)F)N=C2)=CC=1. No catalyst specified. The product is [CH:54]1([CH2:46][NH:47][C:3](=[O:2])[C:4]2[CH:9]=[CH:8][C:7]([N:10]3[CH:14]=[C:13]([C:15]4[C:16]([C:24]5[CH:25]=[CH:26][CH:27]=[CH:28][CH:29]=5)=[N:17][O:18][C:19]=4[C:20]([F:23])([F:22])[F:21])[N:12]=[CH:11]3)=[N:6][CH:5]=2)[CH2:59][CH2:58]1. The yield is 0.510. (3) The reactants are [C:1]([O:5][C:6]([NH:8][C@H:9]([C:20]([NH:22][C@@H:23]([C:25]([NH:27][CH2:28][C@H:29]([NH:37]C(OCC1C=CC=CC=1)=O)[CH2:30][C:31]1[CH:36]=[CH:35][CH:34]=[CH:33][CH:32]=1)=[O:26])[CH3:24])=[O:21])[CH2:10][C:11]1[C:16]([CH3:17])=[CH:15][C:14]([OH:18])=[CH:13][C:12]=1[CH3:19])=[O:7])([CH3:4])([CH3:3])[CH3:2]. The catalyst is O1CCCC1. The product is [C:1]([O:5][C:6]([NH:8][C@H:9]([C:20]([NH:22][C@@H:23]([C:25]([NH:27][CH2:28][C@H:29]([NH2:37])[CH2:30][C:31]1[CH:36]=[CH:35][CH:34]=[CH:33][CH:32]=1)=[O:26])[CH3:24])=[O:21])[CH2:10][C:11]1[C:16]([CH3:17])=[CH:15][C:14]([OH:18])=[CH:13][C:12]=1[CH3:19])=[O:7])([CH3:2])([CH3:3])[CH3:4]. The yield is 0.820. (4) The catalyst is CN(C)C=O. The yield is 0.740. The reactants are [N:1]1[CH:6]=[CH:5][C:4]([N:7]2[CH2:12][CH2:11][NH:10][CH2:9][CH2:8]2)=[CH:3][CH:2]=1.Br[CH2:14][CH2:15][N:16]1[C:20](=[O:21])[C:19]2=[CH:22][CH:23]=[CH:24][CH:25]=[C:18]2[C:17]1=[O:26].C(=O)([O-])[O-].[K+].[K+].[I-].[K+]. The product is [N:1]1[CH:6]=[CH:5][C:4]([N:7]2[CH2:8][CH2:9][N:10]([CH2:14][CH2:15][N:16]3[C:17](=[O:26])[C:18]4[C:19](=[CH:22][CH:23]=[CH:24][CH:25]=4)[C:20]3=[O:21])[CH2:11][CH2:12]2)=[CH:3][CH:2]=1. (5) The reactants are [CH3:1][O:2][C:3]1[CH:4]=[C:5]([C:13]2[CH:14]=[C:15]3[CH2:21][C:20](=[O:22])[NH:19][C:16]3=[N:17][CH:18]=2)[CH:6]=[C:7]([O:11][CH3:12])[C:8]=1[O:9][CH3:10].CN(CCN(C)C)C.[Li][CH2:32][CH2:33][CH2:34][CH3:35].[CH2:36](Br)[C:37]1[CH:42]=[CH:41][CH:40]=[CH:39][CH:38]=1.[CH2:44]1[CH2:48]OC[CH2:45]1. No catalyst specified. The product is [CH2:35]([C:21]1([CH2:36][C:37]2[CH:42]=[CH:41][CH:40]=[CH:39][CH:38]=2)[C:15]2[C:16](=[N:17][CH:18]=[C:13]([C:5]3[CH:6]=[C:7]([O:11][CH3:12])[C:8]([O:9][CH3:10])=[C:3]([O:2][CH3:1])[CH:4]=3)[CH:14]=2)[NH:19][C:20]1=[O:22])[C:34]1[CH:48]=[CH:44][CH:45]=[CH:32][CH:33]=1. The yield is 0.380. (6) The reactants are Br[C:2]1[CH:7]=[CH:6][CH:5]=[C:4]([F:8])[C:3]=1[O:9][C:10]([F:16])([F:15])[C:11](Br)([F:13])[F:12].N1C=CC=CC=1C1C=CC=CN=1. The catalyst is CS(C)=O.C(OCC)C.CCCCC.[Cu]. The product is [F:15][C:10]1([F:16])[C:11]([F:13])([F:12])[C:2]2[CH:7]=[CH:6][CH:5]=[C:4]([F:8])[C:3]=2[O:9]1. The yield is 0.640. (7) The reactants are [CH3:1][S:2](Cl)(=[O:4])=[O:3].[CH2:6]([O:8][C:9]([C:11]1[O:15][C:14]([CH2:16][O:17][C:18]2[CH:23]=[CH:22][CH:21]=[CH:20][CH:19]=2)=[N:13][C:12]=1[CH2:24][CH2:25][OH:26])=[O:10])[CH3:7]. The catalyst is C(Cl)Cl. The product is [CH2:6]([O:8][C:9]([C:11]1[O:15][C:14]([CH2:16][O:17][C:18]2[CH:19]=[CH:20][CH:21]=[CH:22][CH:23]=2)=[N:13][C:12]=1[CH2:24][CH2:25][O:26][S:2]([CH3:1])(=[O:4])=[O:3])=[O:10])[CH3:7]. The yield is 0.790. (8) The reactants are [CH3:1][O:2][C:3]1[CH:4]=[C:5]2[C:9](=[CH:10][CH:11]=1)[NH:8][C:7]([CH3:12])=[CH:6]2.[C:13](#[N:15])C.ClS(N=C=O)(=O)=O.CN(C)C=O. The catalyst is O. The product is [CH3:1][O:2][C:3]1[CH:4]=[C:5]2[C:9](=[CH:10][CH:11]=1)[NH:8][C:7]([CH3:12])=[C:6]2[C:13]#[N:15]. The yield is 0.670. (9) The reactants are [F:1][C:2]1([F:45])[CH2:7][C@H:6]([O:8][C:9]2[CH:14]=[CH:13][C:12]([S:15]([N:18](CC3C=CC(OC)=CC=3OC)[C:19]3[CH:24]=[CH:23][N:22]=[CH:21][N:20]=3)(=[O:17])=[O:16])=[C:11]([F:36])[CH:10]=2)[C@@H:5]([C:37]2[CH:38]=[N:39][N:40](COC)[CH:41]=2)[CH2:4][CH2:3]1.C([SiH](CC)CC)C. The catalyst is ClCCl.FC(F)(F)C(O)=O. The product is [F:45][C:2]1([F:1])[CH2:7][C@H:6]([O:8][C:9]2[CH:14]=[CH:13][C:12]([S:15]([NH:18][C:19]3[CH:24]=[CH:23][N:22]=[CH:21][N:20]=3)(=[O:16])=[O:17])=[C:11]([F:36])[CH:10]=2)[C@@H:5]([C:37]2[CH:41]=[N:40][NH:39][CH:38]=2)[CH2:4][CH2:3]1. The yield is 0.480. (10) The reactants are [NH2:1][C:2]1[CH:23]=[CH:22][C:5]([O:6][C:7]2[C:12]([C:13]([OH:15])=[O:14])=[CH:11][N:10]=[C:9]([C:16]3[CH:17]=[N:18][CH:19]=[CH:20][CH:21]=3)[N:8]=2)=[CH:4][CH:3]=1.CCN(CC)CC.[CH:31]1([C:34](Cl)=[O:35])[CH2:33][CH2:32]1.O. The catalyst is C(Cl)Cl. The product is [CH:31]1([C:34]([NH:1][C:2]2[CH:23]=[CH:22][C:5]([O:6][C:7]3[C:12]([C:13]([OH:15])=[O:14])=[CH:11][N:10]=[C:9]([C:16]4[CH:17]=[N:18][CH:19]=[CH:20][CH:21]=4)[N:8]=3)=[CH:4][CH:3]=2)=[O:35])[CH2:33][CH2:32]1. The yield is 0.680.